This data is from CYP3A4 substrate classification data from Carbon-Mangels et al.. The task is: Regression/Classification. Given a drug SMILES string, predict its absorption, distribution, metabolism, or excretion properties. Task type varies by dataset: regression for continuous measurements (e.g., permeability, clearance, half-life) or binary classification for categorical outcomes (e.g., BBB penetration, CYP inhibition). Dataset: cyp3a4_substrate_carbonmangels. (1) The drug is O=[N+]([O-])OCC(CO[N+](=O)[O-])O[N+](=O)[O-]. The result is 1 (substrate). (2) The compound is C=CCOc1ccccc1OC[C@@H](O)CNC(C)C. The result is 0 (non-substrate). (3) The compound is CCCSc1ccc2nc(NC(=O)OC)[nH]c2c1. The result is 1 (substrate). (4) The molecule is CCCCC(=O)N(Cc1ccc(-c2ccccc2-c2nnn[nH]2)cc1)[C@H](C(=O)O)C(C)C. The result is 0 (non-substrate). (5) The compound is OCCN1CCN(CC/C=C2/c3ccccc3Sc3ccc(Cl)cc32)CC1. The result is 0 (non-substrate).